This data is from Forward reaction prediction with 1.9M reactions from USPTO patents (1976-2016). The task is: Predict the product of the given reaction. (1) Given the reactants B.[CH3:2][C:3]1[CH:10]=[C:9]([N+:11]([O-:13])=[O:12])[CH:8]=[CH:7][C:4]=1[C:5]#[N:6].COB(OC)OC.[C:21](O[C:21]([O:23][C:24]([CH3:27])([CH3:26])[CH3:25])=[O:22])([O:23][C:24]([CH3:27])([CH3:26])[CH3:25])=[O:22], predict the reaction product. The product is: [C:24]([O:23][C:21](=[O:22])[NH:6][CH2:5][C:4]1[CH:7]=[CH:8][C:9]([N+:11]([O-:13])=[O:12])=[CH:10][C:3]=1[CH3:2])([CH3:27])([CH3:26])[CH3:25]. (2) Given the reactants [CH3:1][O:2][C:3]1[CH:8]=[CH:7][C:6]([C:9]2[CH:10]=[N:11][C:12]([NH:15][C:16]3[CH:24]=[CH:23][C:19]([C:20]([OH:22])=[O:21])=[CH:18][CH:17]=3)=[N:13][CH:14]=2)=[CH:5][CH:4]=1.[CH3:25]OC(=O)C1C=CC(NC2N=CC(Br)=CN=2)=CC=1.B(O)(O)C1C=CC(OC)=CC=1.C([O-])([O-])=O.[K+].[K+], predict the reaction product. The product is: [CH3:25][O:21][C:20](=[O:22])[C:19]1[CH:23]=[CH:24][C:16]([NH:15][C:12]2[N:11]=[CH:10][C:9]([C:6]3[CH:5]=[CH:4][C:3]([O:2][CH3:1])=[CH:8][CH:7]=3)=[CH:14][N:13]=2)=[CH:17][CH:18]=1.